The task is: Predict which catalyst facilitates the given reaction.. This data is from Catalyst prediction with 721,799 reactions and 888 catalyst types from USPTO. Reactant: [Br:1][C:2]1[CH:7]=[CH:6][C:5]([C:8]2[C:12](C(O)=O)=[C:11]([CH3:16])[O:10][N:9]=2)=[CH:4][CH:3]=1.C([N:19]([CH2:22]C)CC)C.C1(P(N=[N+]=[N-])(C2C=CC=CC=2)=[O:31])C=CC=CC=1.[F:41][C:42]1[CH:47]=[CH:46][CH:45]=[CH:44][C:43]=1[C@H:48]([OH:50])[CH3:49]. Product: [F:41][C:42]1[CH:47]=[CH:46][CH:45]=[CH:44][C:43]=1[C@H:48]([O:50][C:22](=[O:31])[NH:19][C:12]1[C:8]([C:5]2[CH:4]=[CH:3][C:2]([Br:1])=[CH:7][CH:6]=2)=[N:9][O:10][C:11]=1[CH3:16])[CH3:49]. The catalyst class is: 11.